From a dataset of Forward reaction prediction with 1.9M reactions from USPTO patents (1976-2016). Predict the product of the given reaction. (1) The product is: [CH3:37][Si:34]([CH3:36])([CH3:35])[CH2:33][CH2:32][O:31][CH2:30][N:7]([CH2:6][O:5][CH2:4][CH2:3][Si:2]([CH3:1])([CH3:38])[CH3:39])[C:8]1[N:13]2[N:14]=[CH:15][C:16]([I:40])=[C:12]2[N:11]=[C:10]([CH:17]2[CH2:22][CH2:21][N:20]([C:23]([O:25][C:26]([CH3:29])([CH3:28])[CH3:27])=[O:24])[CH2:19][CH2:18]2)[CH:9]=1. Given the reactants [CH3:1][Si:2]([CH3:39])([CH3:38])[CH2:3][CH2:4][O:5][CH2:6][N:7]([CH2:30][O:31][CH2:32][CH2:33][Si:34]([CH3:37])([CH3:36])[CH3:35])[C:8]1[N:13]2[N:14]=[CH:15][CH:16]=[C:12]2[N:11]=[C:10]([CH:17]2[CH2:22][CH2:21][N:20]([C:23]([O:25][C:26]([CH3:29])([CH3:28])[CH3:27])=[O:24])[CH2:19][CH2:18]2)[CH:9]=1.[I:40]N1C(=O)CCC1=O, predict the reaction product. (2) The product is: [OH:1][C@H:2]1[C@H:6]2[O:7][CH2:8][C@@H:9]([O:10][C:11]3[NH:39][C:14]4=[N:15][C:16]([C:20]5[CH:25]=[CH:24][C:23]([C:26]6[CH:27]=[CH:28][C:29]([N:32]=[S:33]([CH3:38])([N:35]([CH3:36])[CH3:37])=[O:34])=[CH:30][CH:31]=6)=[CH:22][CH:21]=5)=[C:17]([Cl:19])[CH:18]=[C:13]4[N:12]=3)[C@H:5]2[O:4][CH2:3]1. Given the reactants [OH:1][C@H:2]1[C@H:6]2[O:7][CH2:8][C@@H:9]([O:10][C:11]3[N:39](COCC[Si](C)(C)C)[C:14]4=[N:15][C:16]([C:20]5[CH:25]=[CH:24][C:23]([C:26]6[CH:31]=[CH:30][C:29]([N:32]=[S:33]([CH3:38])([N:35]([CH3:37])[CH3:36])=[O:34])=[CH:28][CH:27]=6)=[CH:22][CH:21]=5)=[C:17]([Cl:19])[CH:18]=[C:13]4[N:12]=3)[C@H:5]2[O:4][CH2:3]1.OS([O-])(=O)=O.[K+].[OH-].[Na+].Cl, predict the reaction product. (3) Given the reactants [F:1][C:2]1[CH:7]=[CH:6][CH:5]=[C:4]([F:8])[C:3]=1[N:9]1[C:17]2[CH:16]=[CH:15][NH:14][C:13](=[O:18])[C:12]=2[C:11]([C:19]2[CH:24]=[CH:23][CH:22]=[C:21]([CH2:25][N:26]3[CH2:30][CH2:29][C:28]([F:32])([F:31])[CH2:27]3)[CH:20]=2)=[N:10]1.C(OC(=O)C)C.[ClH:39], predict the reaction product. The product is: [ClH:39].[F:8][C:4]1[CH:5]=[CH:6][CH:7]=[C:2]([F:1])[C:3]=1[N:9]1[C:17]2[CH:16]=[CH:15][NH:14][C:13](=[O:18])[C:12]=2[C:11]([C:19]2[CH:24]=[CH:23][CH:22]=[C:21]([CH2:25][N:26]3[CH2:30][CH2:29][C:28]([F:31])([F:32])[CH2:27]3)[CH:20]=2)=[N:10]1. (4) Given the reactants [C:1]([CH:4]([CH2:10][C:11](=O)[C:12]1[CH:17]=[CH:16][C:15]([Cl:18])=[CH:14][C:13]=1[Cl:19])[C:5]([O:7][CH2:8][CH3:9])=[O:6])(=O)[CH3:2].[Cl:21][C:22]1[CH:28]=[CH:27][C:25]([NH2:26])=[CH:24][CH:23]=1, predict the reaction product. The product is: [Cl:21][C:22]1[CH:28]=[CH:27][C:25]([N:26]2[C:11]([C:12]3[CH:17]=[CH:16][C:15]([Cl:18])=[CH:14][C:13]=3[Cl:19])=[CH:10][C:4]([C:5]([O:7][CH2:8][CH3:9])=[O:6])=[C:1]2[CH3:2])=[CH:24][CH:23]=1. (5) Given the reactants [C:1]([O:5][C:6]([N:8]1[CH2:12][CH2:11][C@@H:10]([C:13]([OH:15])=O)[CH2:9]1)=[O:7])([CH3:4])([CH3:3])[CH3:2].[CH3:16][NH:17][CH3:18], predict the reaction product. The product is: [C:1]([O:5][C:6]([N:8]1[CH2:12][CH2:11][C@@H:10]([C:13](=[O:15])[N:17]([CH3:18])[CH3:16])[CH2:9]1)=[O:7])([CH3:4])([CH3:3])[CH3:2].